Dataset: Full USPTO retrosynthesis dataset with 1.9M reactions from patents (1976-2016). Task: Predict the reactants needed to synthesize the given product. Given the product [Cl:3][C:4]1[CH:13]=[CH:12][C:11]([C:14]2[S:18][CH:17]=[N:16][CH:15]=2)=[CH:10][C:5]=1[C:6]([OH:8])=[O:7], predict the reactants needed to synthesize it. The reactants are: [OH-].[Na+].[Cl:3][C:4]1[CH:13]=[CH:12][C:11]([C:14]2[S:18][CH:17]=[N:16][CH:15]=2)=[CH:10][C:5]=1[C:6]([O:8]C)=[O:7].Cl.